From a dataset of Catalyst prediction with 721,799 reactions and 888 catalyst types from USPTO. Predict which catalyst facilitates the given reaction. (1) Reactant: C(OC([N:8]1[CH2:13][CH2:12][N:11]([C:14]2[CH:19]=[CH:18][C:17]([F:20])=[C:16]([C:21]([F:24])([F:23])[F:22])[CH:15]=2)[CH2:10][CH2:9]1)=O)(C)(C)C.FC(F)(F)C(O)=O. Product: [F:20][C:17]1[CH:18]=[CH:19][C:14]([N:11]2[CH2:12][CH2:13][NH:8][CH2:9][CH2:10]2)=[CH:15][C:16]=1[C:21]([F:23])([F:22])[F:24]. The catalyst class is: 2. (2) Reactant: [C:1]([O-:4])(=[S:3])[CH3:2].[K+].[O:6]1[CH2:11][CH2:10][CH:9](OS(C2C=CC(C)=CC=2)(=O)=O)[CH2:8][CH2:7]1. Product: [O:6]1[CH2:11][CH2:10][CH:9]([S:3][C:1](=[O:4])[CH3:2])[CH2:8][CH2:7]1. The catalyst class is: 215. (3) Reactant: [F:1][C:2]1[CH:7]=[CH:6][C:5]([OH:8])=[CH:4][CH:3]=1.C(=O)([O-])[O-].[Cs+].[Cs+].[C:15]([O:19][C:20]([NH:22][CH2:23][CH2:24]OS(C)(=O)=O)=[O:21])([CH3:18])([CH3:17])[CH3:16].O. Product: [C:15]([O:19][C:20](=[O:21])[NH:22][CH2:23][CH2:24][O:8][C:5]1[CH:6]=[CH:7][C:2]([F:1])=[CH:3][CH:4]=1)([CH3:18])([CH3:17])[CH3:16]. The catalyst class is: 3. (4) Reactant: [CH:1]1([CH:6]([C:10]2[O:11][C:12]([C:15]3[C:16]4[CH:23]=[CH:22][N:21](COCC[Si](C)(C)C)[C:17]=4[N:18]=[CH:19][N:20]=3)=[CH:13][N:14]=2)[CH2:7][C:8]#[N:9])[CH2:5][CH2:4][CH2:3][CH2:2]1.C(O)(C(F)(F)F)=O. Product: [CH:1]1([C@H:6]([C:10]2[O:11][C:12]([C:15]3[C:16]4[CH:23]=[CH:22][NH:21][C:17]=4[N:18]=[CH:19][N:20]=3)=[CH:13][N:14]=2)[CH2:7][C:8]#[N:9])[CH2:5][CH2:4][CH2:3][CH2:2]1. The catalyst class is: 2. (5) Reactant: Cl[CH2:2][C:3]1[CH:8]=[CH:7][C:6]([O:9][CH2:10][C:11]#[C:12][CH2:13][CH3:14])=[C:5]([O:15][CH3:16])[CH:4]=1.[OH:17][N:18]1[C:22](=[O:23])[C:21]2=[CH:24][CH:25]=[CH:26][CH:27]=[C:20]2[C:19]1=[O:28].[OH-].[K+]. Product: [CH3:16][O:15][C:5]1[CH:4]=[C:3]([CH:8]=[CH:7][C:6]=1[O:9][CH2:10][C:11]#[C:12][CH2:13][CH3:14])[CH2:2][O:17][N:18]1[C:22](=[O:23])[C:21]2[C:20](=[CH:27][CH:26]=[CH:25][CH:24]=2)[C:19]1=[O:28]. The catalyst class is: 405.